This data is from Forward reaction prediction with 1.9M reactions from USPTO patents (1976-2016). The task is: Predict the product of the given reaction. (1) Given the reactants [CH3:1][C:2]1[CH:7]=[CH:6][C:5]([S:8]([N:11]2[CH2:16][CH2:15][C:14]3[O:17][C:18]([C:20](O)=[O:21])=[CH:19][C:13]=3[CH2:12]2)(=[O:10])=[O:9])=[CH:4][CH:3]=1.CCN(CC)CC.CCN=C=NCCCN(C)C.[CH:41]1[CH:42]=[CH:43][C:44]2[N:49](O)N=[N:47][C:45]=2[CH:46]=1.C1(N)C=CC=CC=1N, predict the reaction product. The product is: [NH2:47][C:45]1[CH:46]=[CH:41][CH:42]=[CH:43][C:44]=1[NH:49][C:20]([C:18]1[O:17][C:14]2[CH2:15][CH2:16][N:11]([S:8]([C:5]3[CH:6]=[CH:7][C:2]([CH3:1])=[CH:3][CH:4]=3)(=[O:10])=[O:9])[CH2:12][C:13]=2[CH:19]=1)=[O:21]. (2) Given the reactants [C:1]([C:5]1[CH:10]=[CH:9][C:8]([C@H:11]2[CH2:16][C@H:15]([C:17](=[O:24])[CH2:18][C:19](OCC)=[O:20])[CH2:14][CH2:13][N:12]2[C:25]([O:27][CH3:28])=[O:26])=[CH:7][CH:6]=1)([CH3:4])([CH3:3])[CH3:2].[OH-].[Na+].[NH2:31]O.Cl, predict the reaction product. The product is: [C:1]([C:5]1[CH:10]=[CH:9][C:8]([C@H:11]2[CH2:16][C@H:15]([C:17]3[O:24][NH:31][C:19](=[O:20])[CH:18]=3)[CH2:14][CH2:13][N:12]2[C:25]([O:27][CH3:28])=[O:26])=[CH:7][CH:6]=1)([CH3:4])([CH3:3])[CH3:2]. (3) Given the reactants Br[C:2]1[CH:11]=[CH:10][C:9]2[C:4](=[C:5]3[CH:15]=[CH:14][CH:13]=[CH:12][C:6]3=[CH:7][CH:8]=2)[N:3]=1.C([Li])CCC.CCCCCC.CN(C)[C:29](=[O:31])[CH3:30].Cl, predict the reaction product. The product is: [N:3]1[C:4]2[C:9](=[CH:8][CH:7]=[C:6]3[CH:12]=[CH:13][CH:14]=[CH:15][C:5]3=2)[CH:10]=[CH:11][C:2]=1[C:29](=[O:31])[CH3:30]. (4) The product is: [CH3:43][O:44][C:45]1[CH:50]=[C:49]([N:1]2[CH:5]=[CH:4][C:3]([C:6]3[C:14]4[C:13]([NH:15][C@H:16]([C:18]5[N:23]([C:24]6[CH:25]=[CH:26][CH:27]=[CH:28][CH:29]=6)[C:22](=[O:30])[C:21]6=[C:31]([CH3:34])[CH:32]=[CH:33][N:20]6[N:19]=5)[CH3:17])=[N:12][CH:11]=[N:10][C:9]=4[N:8]([CH2:35][O:36][CH2:37][CH2:38][Si:39]([CH3:40])([CH3:42])[CH3:41])[CH:7]=3)=[N:2]2)[CH:48]=[CH:47][CH:46]=1. Given the reactants [NH:1]1[CH:5]=[CH:4][C:3]([C:6]2[C:14]3[C:13]([NH:15][C@H:16]([C:18]4[N:23]([C:24]5[CH:29]=[CH:28][CH:27]=[CH:26][CH:25]=5)[C:22](=[O:30])[C:21]5=[C:31]([CH3:34])[CH:32]=[CH:33][N:20]5[N:19]=4)[CH3:17])=[N:12][CH:11]=[N:10][C:9]=3[N:8]([CH2:35][O:36][CH2:37][CH2:38][Si:39]([CH3:42])([CH3:41])[CH3:40])[CH:7]=2)=[N:2]1.[CH3:43][O:44][C:45]1[CH:46]=[C:47](B(O)O)[CH:48]=[CH:49][CH:50]=1.N1C=CC=CC=1.C(=O)([O-])[O-].[Na+].[Na+], predict the reaction product. (5) Given the reactants [CH3:1][C:2]1[C:7]([CH3:8])=[CH:6][CH:5]=[CH:4][C:3]=1[CH:9]([C:11]1[NH:12][CH:13]=[CH:14][N:15]=1)[CH3:10].C(N(CC)C(C)C)(C)C.[CH3:25][O:26][C:27]1[CH:34]=[CH:33][C:30]([CH2:31]Br)=[CH:29][CH:28]=1.O, predict the reaction product. The product is: [CH3:1][C:2]1[C:7]([CH3:8])=[CH:6][CH:5]=[CH:4][C:3]=1[CH:9]([C:11]1[N:15]([CH2:31][C:30]2[CH:33]=[CH:34][C:27]([O:26][CH3:25])=[CH:28][CH:29]=2)[CH:14]=[CH:13][N:12]=1)[CH3:10]. (6) Given the reactants C([NH:5][C:6]([C:8]1[CH:13]=[C:12]([C:14]2[CH:19]=[CH:18][N:17]=[CH:16][CH:15]=2)[N:11]=[C:10]([C:20]2[CH:25]=[CH:24][N:23]=[C:22]([NH:26][CH:27]3[CH2:32][CH2:31][CH2:30][CH2:29][CH2:28]3)[CH:21]=2)[CH:9]=1)=[O:7])(C)(C)C.C(O)(C(F)(F)F)=O, predict the reaction product. The product is: [CH:27]1([NH:26][C:22]2[CH:21]=[C:20]([C:10]3[CH:9]=[C:8]([C:6]([NH2:5])=[O:7])[CH:13]=[C:12]([C:14]4[CH:15]=[CH:16][N:17]=[CH:18][CH:19]=4)[N:11]=3)[CH:25]=[CH:24][N:23]=2)[CH2:28][CH2:29][CH2:30][CH2:31][CH2:32]1.